Predict which catalyst facilitates the given reaction. From a dataset of Catalyst prediction with 721,799 reactions and 888 catalyst types from USPTO. Product: [ClH:26].[F:25][C:2]1([F:1])[CH2:6][CH2:5][C@@H:4]([C@@:7]([OH:24])([C:17]2[CH:18]=[CH:19][C:20]([Br:23])=[CH:21][CH:22]=2)[C:8]([O:10][CH:11]2[CH2:12][CH2:13][N:14]([CH:27]=[NH:31])[CH2:15][CH2:16]2)=[O:9])[CH2:3]1. Reactant: [F:1][C:2]1([F:25])[CH2:6][CH2:5][C@@H:4]([C@@:7]([OH:24])([C:17]2[CH:22]=[CH:21][C:20]([Br:23])=[CH:19][CH:18]=2)[C:8]([O:10][CH:11]2[CH2:16][CH2:15][NH:14][CH2:13][CH2:12]2)=[O:9])[CH2:3]1.[ClH:26].[CH:27](=[NH:31])OCC. The catalyst class is: 8.